From a dataset of Merck oncology drug combination screen with 23,052 pairs across 39 cell lines. Regression. Given two drug SMILES strings and cell line genomic features, predict the synergy score measuring deviation from expected non-interaction effect. (1) Drug 1: COc1cccc2c1C(=O)c1c(O)c3c(c(O)c1C2=O)CC(O)(C(=O)CO)CC3OC1CC(N)C(O)C(C)O1. Drug 2: Cn1c(=O)n(-c2ccc(C(C)(C)C#N)cc2)c2c3cc(-c4cnc5ccccc5c4)ccc3ncc21. Cell line: LNCAP. Synergy scores: synergy=58.9. (2) Synergy scores: synergy=0.700. Drug 1: CN1C(=O)C=CC2(C)C3CCC4(C)C(NC(=O)OCC(F)(F)F)CCC4C3CCC12. Cell line: A375. Drug 2: CC1CC2C3CCC4=CC(=O)C=CC4(C)C3(F)C(O)CC2(C)C1(O)C(=O)CO. (3) Drug 1: CCN(CC)CCNC(=O)c1c(C)[nH]c(C=C2C(=O)Nc3ccc(F)cc32)c1C. Drug 2: O=C(NOCC(O)CO)c1ccc(F)c(F)c1Nc1ccc(I)cc1F. Cell line: HT29. Synergy scores: synergy=14.0. (4) Drug 1: O=S1(=O)NC2(CN1CC(F)(F)F)C1CCC2Cc2cc(C=CCN3CCC(C(F)(F)F)CC3)ccc2C1. Drug 2: NC(=O)c1cccc2cn(-c3ccc(C4CCCNC4)cc3)nc12. Cell line: KPL1. Synergy scores: synergy=13.5.